Dataset: Peptide-MHC class II binding affinity with 134,281 pairs from IEDB. Task: Regression. Given a peptide amino acid sequence and an MHC pseudo amino acid sequence, predict their binding affinity value. This is MHC class II binding data. (1) The peptide sequence is AVKPAAEEVKVIPAG. The MHC is HLA-DQA10401-DQB10402 with pseudo-sequence HLA-DQA10401-DQB10402. The binding affinity (normalized) is 0.177. (2) The peptide sequence is SKLKAEATTDGLGWY. The MHC is HLA-DQA10401-DQB10402 with pseudo-sequence HLA-DQA10401-DQB10402. The binding affinity (normalized) is 0.152. (3) The peptide sequence is SGTYCLNVSLADTNS. The MHC is DRB5_0101 with pseudo-sequence DRB5_0101. The binding affinity (normalized) is 0.157. (4) The peptide sequence is KVTFLSQVHPSPLLT. The MHC is DRB5_0101 with pseudo-sequence DRB5_0101. The binding affinity (normalized) is 0.696. (5) The peptide sequence is YAATAGTTVYGAFAA. The MHC is HLA-DPA10103-DPB10401 with pseudo-sequence HLA-DPA10103-DPB10401. The binding affinity (normalized) is 0.155. (6) The peptide sequence is RSHDVLTVQFLILGM. The MHC is HLA-DQA10501-DQB10302 with pseudo-sequence HLA-DQA10501-DQB10302. The binding affinity (normalized) is 0.416. (7) The peptide sequence is SQDLELSWNLNGLIAY. The MHC is HLA-DQA10301-DQB10302 with pseudo-sequence HLA-DQA10301-DQB10302. The binding affinity (normalized) is 0.506. (8) The peptide sequence is EMGANFKADRVIDPR. The MHC is DRB3_0101 with pseudo-sequence DRB3_0101. The binding affinity (normalized) is 0.578. (9) The MHC is DRB1_1602 with pseudo-sequence DRB1_1602. The peptide sequence is SVTIKLDGNLLSSND. The binding affinity (normalized) is 0.448. (10) The peptide sequence is GELQIVDKIDAAFRI. The MHC is DRB5_0101 with pseudo-sequence DRB5_0101. The binding affinity (normalized) is 0.756.